From a dataset of NCI-60 drug combinations with 297,098 pairs across 59 cell lines. Regression. Given two drug SMILES strings and cell line genomic features, predict the synergy score measuring deviation from expected non-interaction effect. (1) Drug 1: CC1=C(C(CCC1)(C)C)C=CC(=CC=CC(=CC(=O)O)C)C. Drug 2: C1CC(C1)(C(=O)O)C(=O)O.[NH2-].[NH2-].[Pt+2]. Cell line: UACC62. Synergy scores: CSS=25.8, Synergy_ZIP=-6.91, Synergy_Bliss=2.68, Synergy_Loewe=3.45, Synergy_HSA=4.70. (2) Drug 1: C1=CC(=CC=C1C#N)C(C2=CC=C(C=C2)C#N)N3C=NC=N3. Drug 2: CN1C2=C(C=C(C=C2)N(CCCl)CCCl)N=C1CCCC(=O)O.Cl. Cell line: COLO 205. Synergy scores: CSS=4.22, Synergy_ZIP=0.296, Synergy_Bliss=1.80, Synergy_Loewe=3.89, Synergy_HSA=1.60. (3) Drug 1: COC1=C(C=C2C(=C1)N=CN=C2NC3=CC(=C(C=C3)F)Cl)OCCCN4CCOCC4. Drug 2: CC1=C(C=C(C=C1)NC(=O)C2=CC=C(C=C2)CN3CCN(CC3)C)NC4=NC=CC(=N4)C5=CN=CC=C5. Cell line: A549. Synergy scores: CSS=20.4, Synergy_ZIP=-2.20, Synergy_Bliss=-0.877, Synergy_Loewe=-10.3, Synergy_HSA=-3.20. (4) Drug 1: CCCS(=O)(=O)NC1=C(C(=C(C=C1)F)C(=O)C2=CNC3=C2C=C(C=N3)C4=CC=C(C=C4)Cl)F. Drug 2: CC(C)CN1C=NC2=C1C3=CC=CC=C3N=C2N. Cell line: UACC-257. Synergy scores: CSS=22.5, Synergy_ZIP=-1.85, Synergy_Bliss=-4.52, Synergy_Loewe=-10.9, Synergy_HSA=-5.66. (5) Drug 1: C1C(C(OC1N2C=NC3=C(N=C(N=C32)Cl)N)CO)O. Drug 2: C(CC(=O)O)C(=O)CN.Cl. Cell line: EKVX. Synergy scores: CSS=0.545, Synergy_ZIP=-1.65, Synergy_Bliss=0.829, Synergy_Loewe=-5.35, Synergy_HSA=-4.55.